From a dataset of Forward reaction prediction with 1.9M reactions from USPTO patents (1976-2016). Predict the product of the given reaction. (1) The product is: [NH:9]([C:15]([C:16]1[CH:21]=[CH:20][CH:19]=[CH:18][CH:17]=1)([C:28]1[CH:29]=[CH:30][CH:31]=[CH:32][CH:33]=1)[C:22]1[CH:23]=[CH:24][CH:25]=[CH:26][CH:27]=1)[CH2:1][C:2]([NH:4][CH2:5][C:6]([OH:8])=[O:7])=[O:3]. Given the reactants [CH2:1]([NH2:9])[C:2]([NH:4][CH2:5][C:6]([OH:8])=[O:7])=[O:3].C(NCC)C.[C:15](Cl)([C:28]1[CH:33]=[CH:32][CH:31]=[CH:30][CH:29]=1)([C:22]1[CH:27]=[CH:26][CH:25]=[CH:24][CH:23]=1)[C:16]1[CH:21]=[CH:20][CH:19]=[CH:18][CH:17]=1, predict the reaction product. (2) Given the reactants C[N:2](C)/[CH:3]=[CH:4]/[C:5]([C:7]1[C:12](=[O:13])[CH:11]=[CH:10][N:9]([C:14]2[CH:19]=[CH:18][CH:17]=[C:16]([C:20]([F:23])([F:22])[F:21])[CH:15]=2)[N:8]=1)=O.[C:25]1([NH:35]N)[C:34]2[C:29](=[CH:30][CH:31]=[CH:32][CH:33]=2)[CH:28]=[CH:27][CH:26]=1, predict the reaction product. The product is: [C:25]1([N:35]2[C:5]([C:7]3[C:12](=[O:13])[CH:11]=[CH:10][N:9]([C:14]4[CH:19]=[CH:18][CH:17]=[C:16]([C:20]([F:23])([F:22])[F:21])[CH:15]=4)[N:8]=3)=[CH:4][CH:3]=[N:2]2)[C:34]2[C:29](=[CH:30][CH:31]=[CH:32][CH:33]=2)[CH:28]=[CH:27][CH:26]=1. (3) Given the reactants [OH:1][C:2]1[N:10]=[CH:9][CH:8]=[CH:7][C:3]=1[C:4]([OH:6])=[O:5].[OH-].[Na+].[F:13][C:14]([F:24])([F:23])[C:15]1[CH:22]=[CH:21][CH:20]=[CH:19][C:16]=1[CH2:17]Br, predict the reaction product. The product is: [O:1]=[C:2]1[C:3]([C:4]([OH:6])=[O:5])=[CH:7][CH:8]=[CH:9][N:10]1[CH2:17][C:16]1[CH:19]=[CH:20][CH:21]=[CH:22][C:15]=1[C:14]([F:13])([F:23])[F:24]. (4) Given the reactants [CH:1]([O:4][C:5]1[CH:10]=[C:9]([CH3:11])[C:8]([C:12]#[C:13][Si](C)(C)C)=[CH:7][C:6]=1[NH:18][C:19]1[N:24]=[C:23]([NH:25][C:26]2[CH:31]=[CH:30][CH:29]=[CH:28][C:27]=2[S:32]([CH:35]([CH3:37])[CH3:36])(=[O:34])=[O:33])[C:22]([CH3:38])=[CH:21][N:20]=1)([CH3:3])[CH3:2].CCCC[N+](CCCC)(CCCC)CCCC.[F-].CC(O)=O, predict the reaction product. The product is: [C:12]([C:8]1[C:9]([CH3:11])=[CH:10][C:5]([O:4][CH:1]([CH3:3])[CH3:2])=[C:6]([NH:18][C:19]2[N:24]=[C:23]([NH:25][C:26]3[CH:31]=[CH:30][CH:29]=[CH:28][C:27]=3[S:32]([CH:35]([CH3:36])[CH3:37])(=[O:34])=[O:33])[C:22]([CH3:38])=[CH:21][N:20]=2)[CH:7]=1)#[CH:13].